This data is from Peptide-MHC class II binding affinity with 134,281 pairs from IEDB. The task is: Regression. Given a peptide amino acid sequence and an MHC pseudo amino acid sequence, predict their binding affinity value. This is MHC class II binding data. (1) The peptide sequence is RSALILRGSVAHKSC. The MHC is DRB5_0101 with pseudo-sequence DRB5_0101. The binding affinity (normalized) is 0.620. (2) The peptide sequence is ENLPYLVAYQATVCARAQAP. The MHC is DRB1_0301 with pseudo-sequence DRB1_0301. The binding affinity (normalized) is 0.431. (3) The peptide sequence is SGPLKAEIAQRLEDV. The MHC is DRB1_0701 with pseudo-sequence DRB1_0701. The binding affinity (normalized) is 0.555. (4) The peptide sequence is KISVQYNLSHSYAVD. The MHC is DRB1_0405 with pseudo-sequence DRB1_0405. The binding affinity (normalized) is 0.560.